This data is from Forward reaction prediction with 1.9M reactions from USPTO patents (1976-2016). The task is: Predict the product of the given reaction. (1) Given the reactants CCN(CCNC1C=CC2N=CN3C4C=CC(OC)=CC=4C(=O)C=1C=23)CC.[CH2:28]1[CH2:69][N:68]2[C:31]3[C:32]([CH2:65][CH2:66][CH2:67]2)=[C:33]2[O:47][C:46]4[C:37]([CH:38]=[C:39]5[C:44]6[C:45]=4[CH2:48][CH2:49][CH2:50][N+:43]=6[CH2:42][CH2:41][CH2:40]5)=[C:36]([C:51]4[CH:56]=[CH:55][C:54]([S:57]([Cl:60])(=[O:59])=[O:58])=[CH:53][C:52]=4[S:61]([O-:64])(=[O:63])=[O:62])[C:34]2=[CH:35][C:30]=3[CH2:29]1.[CH3:70][C@@H:71]1[NH:97][C:95](=[O:96])[C@H:94]2[N:90]([CH2:91][C@@H:92]([OH:98])[CH2:93]2)[C:88](=[O:89])[C@@H:87]2[NH:99][C:100]([C@H:102]([C@H:121]([OH:123])[CH3:122])[NH:103][C:104]([C@H:106]([CH3:120])[NH:107][C:108]([C@H:110]([CH2:114][C@@:115]([OH:119])([CH2:117][OH:118])[CH3:116])[NH:111][C:112](=[O:113])[C@H:75]([C:76]3[C:77]4[CH:78]=[CH:79][CH:80]=[CH:81][C:82]=4[NH:83][C:84]=3[S:85][CH2:86]2)[NH:74][C:72]1=[O:73])=[O:109])=[O:105])=[O:101], predict the reaction product. The product is: [CH2:41]1[CH2:42][N:43]2[C:44]3[C:45]([CH2:48][CH2:49][CH2:50]2)=[C:46]2[O:47][C:33]4[C:34]([CH:35]=[C:30]5[C:31]6[C:32]=4[CH2:65][CH2:66][CH2:67][N+:68]=6[CH2:69][CH2:28][CH2:29]5)=[C:36]([C:51]4[CH:56]=[CH:55][C:54]([S:57]([Cl:60])(=[O:58])=[O:59])=[CH:53][C:52]=4[S:61]([O-:64])(=[O:63])=[O:62])[C:37]2=[CH:38][C:39]=3[CH2:40]1.[CH3:70][C@@H:71]1[NH:97][C:95](=[O:96])[C@H:94]2[N:90]([CH2:91][C@@H:92]([OH:98])[CH2:93]2)[C:88](=[O:89])[C@@H:87]2[NH:99][C:100]([C@H:102]([C@H:121]([OH:123])[CH3:122])[NH:103][C:104]([C@H:106]([CH3:120])[NH:107][C:108]([C@H:110]([CH2:114][C@@:115]([OH:119])([CH2:117][OH:118])[CH3:116])[NH:111][C:112](=[O:113])[C@H:75]([C:76]3[C:77]4[CH:78]=[CH:79][CH:80]=[CH:81][C:82]=4[NH:83][C:84]=3[S:85][CH2:86]2)[NH:74][C:72]1=[O:73])=[O:109])=[O:105])=[O:101]. (2) Given the reactants [OH:1][N:2]=[C:3]([C:14]#[N:15])[C:4]1[CH:9]=[CH:8][C:7]([O:10][CH3:11])=[C:6]([O:12][CH3:13])[CH:5]=1.C(N(CC)CC)C.[C:23]1([CH3:33])[CH:28]=[CH:27][C:26]([S:29](Cl)(=[O:31])=[O:30])=[CH:25][CH:24]=1, predict the reaction product. The product is: [CH3:33][C:23]1[CH:28]=[CH:27][C:26]([S:29]([O:1][N:2]=[C:3]([C:14]#[N:15])[C:4]2[CH:9]=[CH:8][C:7]([O:10][CH3:11])=[C:6]([O:12][CH3:13])[CH:5]=2)(=[O:31])=[O:30])=[CH:25][CH:24]=1.